From a dataset of NCI-60 drug combinations with 297,098 pairs across 59 cell lines. Regression. Given two drug SMILES strings and cell line genomic features, predict the synergy score measuring deviation from expected non-interaction effect. (1) Drug 1: C1CN(CCN1C(=O)CCBr)C(=O)CCBr. Drug 2: CC1=C(C(=O)C2=C(C1=O)N3CC4C(C3(C2COC(=O)N)OC)N4)N. Cell line: SF-295. Synergy scores: CSS=53.4, Synergy_ZIP=-3.90, Synergy_Bliss=-5.82, Synergy_Loewe=-8.49, Synergy_HSA=-1.31. (2) Drug 1: C(CC(=O)O)C(=O)CN.Cl. Drug 2: CC1C(C(CC(O1)OC2CC(CC3=C2C(=C4C(=C3O)C(=O)C5=CC=CC=C5C4=O)O)(C(=O)C)O)N)O. Cell line: SF-295. Synergy scores: CSS=36.7, Synergy_ZIP=-3.16, Synergy_Bliss=-5.00, Synergy_Loewe=-4.39, Synergy_HSA=-2.68.